Task: Predict the product of the given reaction.. Dataset: Forward reaction prediction with 1.9M reactions from USPTO patents (1976-2016) Given the reactants [CH2:1]([N:4]([CH2:36][CH2:37][CH3:38])[CH2:5][CH2:6][CH2:7][CH2:8][N:9]([CH2:32][C:33]([OH:35])=[O:34])[CH2:10][C:11]1[CH:16]=[CH:15][C:14]([CH2:17][N:18]([CH2:26][C:27]2[NH:28][CH:29]=[CH:30][N:31]=2)[CH2:19][C:20]2[N:21]([CH3:25])[CH:22]=[CH:23][N:24]=2)=[CH:13][CH:12]=1)[CH2:2][CH3:3].[CH3:39][O:40][CH2:41][CH2:42]O, predict the reaction product. The product is: [CH3:39][O:40][CH2:41][CH2:42][O:34][C:33](=[O:35])[CH2:32][N:9]([CH2:8][CH2:7][CH2:6][CH2:5][N:4]([CH2:1][CH2:2][CH3:3])[CH2:36][CH2:37][CH3:38])[CH2:10][C:11]1[CH:16]=[CH:15][C:14]([CH2:17][N:18]([CH2:26][C:27]2[NH:28][CH:29]=[CH:30][N:31]=2)[CH2:19][C:20]2[N:21]([CH3:25])[CH:22]=[CH:23][N:24]=2)=[CH:13][CH:12]=1.